This data is from NCI-60 drug combinations with 297,098 pairs across 59 cell lines. The task is: Regression. Given two drug SMILES strings and cell line genomic features, predict the synergy score measuring deviation from expected non-interaction effect. (1) Drug 1: C1CN1C2=NC(=NC(=N2)N3CC3)N4CC4. Drug 2: CCC1(CC2CC(C3=C(CCN(C2)C1)C4=CC=CC=C4N3)(C5=C(C=C6C(=C5)C78CCN9C7C(C=CC9)(C(C(C8N6C)(C(=O)OC)O)OC(=O)C)CC)OC)C(=O)OC)O.OS(=O)(=O)O. Cell line: SNB-75. Synergy scores: CSS=15.3, Synergy_ZIP=-3.35, Synergy_Bliss=-0.817, Synergy_Loewe=-0.687, Synergy_HSA=-0.650. (2) Drug 1: CNC(=O)C1=CC=CC=C1SC2=CC3=C(C=C2)C(=NN3)C=CC4=CC=CC=N4. Drug 2: CC12CCC(CC1=CCC3C2CCC4(C3CC=C4C5=CN=CC=C5)C)O. Cell line: SF-268. Synergy scores: CSS=6.27, Synergy_ZIP=-0.173, Synergy_Bliss=3.06, Synergy_Loewe=-0.635, Synergy_HSA=0.189. (3) Drug 1: CC12CCC3C(C1CCC2=O)CC(=C)C4=CC(=O)C=CC34C. Drug 2: CN1C(=O)N2C=NC(=C2N=N1)C(=O)N. Cell line: HOP-62. Synergy scores: CSS=42.8, Synergy_ZIP=3.67, Synergy_Bliss=-0.364, Synergy_Loewe=-5.82, Synergy_HSA=-5.30. (4) Drug 1: CC1C(C(CC(O1)OC2CC(CC3=C2C(=C4C(=C3O)C(=O)C5=C(C4=O)C(=CC=C5)OC)O)(C(=O)C)O)N)O.Cl. Drug 2: CC1=C(C=C(C=C1)C(=O)NC2=CC(=CC(=C2)C(F)(F)F)N3C=C(N=C3)C)NC4=NC=CC(=N4)C5=CN=CC=C5. Cell line: HCC-2998. Synergy scores: CSS=11.5, Synergy_ZIP=1.91, Synergy_Bliss=8.04, Synergy_Loewe=-10.9, Synergy_HSA=2.40. (5) Drug 1: CC12CCC3C(C1CCC2=O)CC(=C)C4=CC(=O)C=CC34C. Drug 2: C1C(C(OC1N2C=NC(=NC2=O)N)CO)O. Cell line: RPMI-8226. Synergy scores: CSS=72.1, Synergy_ZIP=3.83, Synergy_Bliss=4.00, Synergy_Loewe=-6.11, Synergy_HSA=5.20.